From a dataset of Forward reaction prediction with 1.9M reactions from USPTO patents (1976-2016). Predict the product of the given reaction. (1) The product is: [CH3:20][O:19][C:15]1[CH:16]=[CH:17][CH:18]=[C:13]([CH:12]=[O:11])[C:14]=1[CH:21]=[O:22]. Given the reactants CS(C)=O.C(Cl)(=O)C(Cl)=O.[OH:11][CH2:12][C:13]1[CH:18]=[CH:17][CH:16]=[C:15]([O:19][CH3:20])[C:14]=1[CH2:21][OH:22].C(N(CC)CC)C, predict the reaction product. (2) Given the reactants [CH3:1][O:2][C:3]1[CH:8]=[CH:7][C:6]([N:9]([S:25]([CH2:28][CH2:29][CH2:30][C:31]([OH:33])=[O:32])(=[O:27])=[O:26])[C:10]([C:12]2[C:21]3[C:16](=[CH:17][CH:18]=[CH:19][CH:20]=3)[N:15]=[C:14]3[S:22][CH:23]=[CH:24][C:13]=23)=[O:11])=[CH:5][CH:4]=1.O1CCN(CC[N+]#[C-])CC1.O[N:45]1[C:49](=[O:50])[CH2:48][CH2:47][C:46]1=[O:51], predict the reaction product. The product is: [CH3:1][O:2][C:3]1[CH:4]=[CH:5][C:6]([N:9]([S:25]([CH2:28][CH2:29][CH2:30][C:31]([O:33][N:45]2[C:49](=[O:50])[CH2:48][CH2:47][C:46]2=[O:51])=[O:32])(=[O:26])=[O:27])[C:10]([C:12]2[C:21]3[C:16](=[CH:17][CH:18]=[CH:19][CH:20]=3)[N:15]=[C:14]3[S:22][CH:23]=[CH:24][C:13]=23)=[O:11])=[CH:7][CH:8]=1.